This data is from Reaction yield outcomes from USPTO patents with 853,638 reactions. The task is: Predict the reaction yield, written as a fraction of the theoretical maximum amount of product (1.0 means a 100% yield; for example, 0.34 means a 34% yield). (1) The reactants are [Br:1][C:2]1[CH:10]=[CH:9][CH:8]=[C:7]2[C:3]=1[C:4]([C:20]1[CH:25]=[C:24]([F:26])[C:23]([F:27])=[CH:22][C:21]=1O)([CH2:18][OH:19])[C:5](=[O:17])[N:6]2[CH2:11][C:12]([O:14][CH2:15][CH3:16])=[O:13].C1(CCN2C3C(=CC=CC=3)C(C3C(O)=CC4OCOC=4C=3)(CO)C2=O)CC1. No catalyst specified. The product is [Br:1][C:2]1[CH:10]=[CH:9][CH:8]=[C:7]2[C:3]=1[C:4]1([C:20]3[CH:25]=[C:24]([F:26])[C:23]([F:27])=[CH:22][C:21]=3[O:19][CH2:18]1)[C:5](=[O:17])[N:6]2[CH2:11][C:12]([O:14][CH2:15][CH3:16])=[O:13]. The yield is 0.810. (2) The product is [CH3:1][CH:2]1[C:7]2[N:8]=[C:9]([S:38]([CH3:22])(=[O:41])=[O:37])[N:10]=[CH:11][C:6]=2[CH2:5][N:4]([C:14]([O:16][C:17]([CH3:19])([CH3:18])[CH3:20])=[O:15])[CH2:3]1. The yield is 0.670. The reactants are [CH3:1][CH:2]1[C:7]2[N:8]=[C:9](SC)[N:10]=[CH:11][C:6]=2[CH2:5][N:4]([C:14]([O:16][C:17]([CH3:20])([CH3:19])[CH3:18])=[O:15])[CH2:3]1.Cl[C:22]1C=C(C=CC=1)C(OO)=O.C([O-])(O)=O.[Na+].[O-:37][S:38]([O-:41])(=S)=O.[Na+].[Na+]. The catalyst is ClCCl. (3) The reactants are [C:1]([O:4][C:5]1[CH:13]=[CH:12][C:11]([NH:14]C(OC(C)(C)C)=O)=[CH:10][C:6]=1[C:7]([OH:9])=[O:8])(=[O:3])[CH3:2]. The catalyst is C(O)(C(F)(F)F)=O.C(Cl)Cl. The product is [C:1]([O:4][C:5]1[CH:13]=[CH:12][C:11]([NH2:14])=[CH:10][C:6]=1[C:7]([OH:9])=[O:8])(=[O:3])[CH3:2]. The yield is 0.970.